This data is from Full USPTO retrosynthesis dataset with 1.9M reactions from patents (1976-2016). The task is: Predict the reactants needed to synthesize the given product. (1) Given the product [CH3:9][N:10]1[CH:15]=[CH:14][C:13]([C:21]2[CH:22]=[CH:23][C:24]3[N:30]4[CH2:31][C@H:27]([CH2:28][CH2:29]4)[N:26]([C:32]([NH:34][C:35]4[CH:40]=[N:39][CH:38]=[CH:37][N:36]=4)=[O:33])[C:25]=3[N:41]=2)=[CH:12][C:11]1=[O:19], predict the reactants needed to synthesize it. The reactants are: P([O-])([O-])([O-])=O.[K+].[K+].[K+].[CH3:9][N:10]1[CH:15]=[CH:14][C:13](B(O)O)=[CH:12][C:11]1=[O:19].Cl[C:21]1[CH:22]=[CH:23][C:24]2[N:30]3[CH2:31][C@H:27]([CH2:28][CH2:29]3)[N:26]([C:32]([NH:34][C:35]3[CH:40]=[N:39][CH:38]=[CH:37][N:36]=3)=[O:33])[C:25]=2[N:41]=1.CC(C1C=C(C(C)C)C(C2C=CC=CC=2P(C2CCCCC2)C2CCCCC2)=C(C(C)C)C=1)C. (2) Given the product [Cl:18][CH2:19][CH2:20][CH2:21][C:22]([NH:3][C@H:4]1[CH2:9][CH2:8][N:7]([CH2:10][C:11]2[CH:12]=[CH:13][CH:14]=[CH:15][CH:16]=2)[CH2:6][C@H:5]1[OH:17])=[O:23], predict the reactants needed to synthesize it. The reactants are: Cl.Cl.[NH2:3][C@H:4]1[CH2:9][CH2:8][N:7]([CH2:10][C:11]2[CH:16]=[CH:15][CH:14]=[CH:13][CH:12]=2)[CH2:6][C@H:5]1[OH:17].[Cl:18][CH2:19][CH2:20][CH2:21][C:22](Cl)=[O:23].